From a dataset of Forward reaction prediction with 1.9M reactions from USPTO patents (1976-2016). Predict the product of the given reaction. (1) Given the reactants [F:1][C:2]([F:6])([F:5])[CH2:3][OH:4].C(=O)([O-])[O-].[Cs+].[Cs+].[CH3:13][O:14][C:15]([C:17]1[C:22]([NH2:23])=[N:21][C:20](Cl)=[CH:19][N:18]=1)=[O:16].[NH4+].[Cl-], predict the reaction product. The product is: [CH3:13][O:14][C:15]([C:17]1[C:22]([NH2:23])=[N:21][C:20]([O:4][CH2:3][C:2]([F:6])([F:5])[F:1])=[CH:19][N:18]=1)=[O:16]. (2) Given the reactants [NH2:1][C:2]1[CH:3]=[C:4]2[C:9](=[CH:10][CH:11]=1)[N:8]([CH:12]1[CH2:17][CH2:16][O:15][CH2:14][CH2:13]1)[C:7](=[O:18])[N:6]([CH2:19][C:20]1[CH:25]=[CH:24][C:23]([O:26][CH3:27])=[C:22]([O:28][CH3:29])[CH:21]=1)[C:5]2=[O:30].[CH2:31](Br)[C:32]#[CH:33].C([O-])([O-])=O.[K+].[K+].[I-].[Na+], predict the reaction product. The product is: [CH3:29][O:28][C:22]1[CH:21]=[C:20]([CH:25]=[CH:24][C:23]=1[O:26][CH3:27])[CH2:19][N:6]1[C:5](=[O:30])[C:4]2[C:9](=[CH:10][CH:11]=[C:2]([NH:1][CH2:33][C:32]#[CH:31])[CH:3]=2)[N:8]([CH:12]2[CH2:17][CH2:16][O:15][CH2:14][CH2:13]2)[C:7]1=[O:18]. (3) Given the reactants C([O:3][C:4](=[O:23])[C:5]([C:21]#[N:22])=[C:6]([C:14]1[CH:19]=[CH:18][CH:17]=[C:16]([Cl:20])[CH:15]=1)[C:7]1[CH:12]=[CH:11][CH:10]=[C:9]([Cl:13])[CH:8]=1)C.[OH-:24].[Na+], predict the reaction product. The product is: [C:21]([C:5](=[C:6]([C:14]1[CH:19]=[CH:18][CH:17]=[C:16]([Cl:20])[CH:15]=1)[C:7]1[CH:12]=[CH:11][CH:10]=[C:9]([Cl:13])[CH:8]=1)[C:4]([OH:3])=[O:23])(=[O:24])[NH2:22]. (4) The product is: [ClH:34].[NH:8]1[CH2:11][CH:10]([O:12][C:13]2[CH:18]=[CH:17][C:16]([N:19]3[CH2:24][CH2:23][C:22]4[N:25]=[C:26]([C:28]5[CH:29]=[CH:30][C:31]([Cl:34])=[CH:32][CH:33]=5)[S:27][C:21]=4[C:20]3=[O:35])=[CH:15][C:14]=2[O:36][CH3:37])[CH2:9]1. Given the reactants C(OC([N:8]1[CH2:11][CH:10]([O:12][C:13]2[CH:18]=[CH:17][C:16]([N:19]3[CH2:24][CH2:23][C:22]4[N:25]=[C:26]([C:28]5[CH:33]=[CH:32][C:31]([Cl:34])=[CH:30][CH:29]=5)[S:27][C:21]=4[C:20]3=[O:35])=[CH:15][C:14]=2[O:36][CH3:37])[CH2:9]1)=O)(C)(C)C.FC(F)(F)C(O)=O.[OH-].[Na+].Cl.O1CCOCC1, predict the reaction product. (5) Given the reactants C([O:5][C:6](=[O:15])[NH:7][CH2:8][C@@H:9]1[CH2:14][CH2:13][CH2:12][CH2:11][NH:10]1)(C)(C)C.[F:16][C:17]1[CH:22]=[CH:21][C:20]([C:23]2[C:24]([C:29](O)=[O:30])=[N:25][N:26]([CH3:28])[CH:27]=2)=[CH:19][CH:18]=1, predict the reaction product. The product is: [F:16][C:17]1[CH:18]=[CH:19][C:20]([C:23]2[C:24]([C:29]([N:10]3[CH2:11][CH2:12][CH2:13][CH2:14][C@H:9]3[CH2:8][NH:7][C:6](=[O:15])[OH:5])=[O:30])=[N:25][N:26]([CH3:28])[CH:27]=2)=[CH:21][CH:22]=1.